This data is from Forward reaction prediction with 1.9M reactions from USPTO patents (1976-2016). The task is: Predict the product of the given reaction. (1) The product is: [CH2:1]([CH:4]1[O:9][C:8]2[CH:10]=[CH:11][CH:12]=[CH:13][C:7]=2[N:6]([CH2:17][CH2:16][CH2:15][Br:14])[CH2:5]1)[CH2:2][CH3:3]. Given the reactants [CH2:1]([CH:4]1[O:9][C:8]2[CH:10]=[CH:11][CH:12]=[CH:13][C:7]=2[NH:6][CH2:5]1)[CH2:2][CH3:3].[Br:14][CH2:15][CH2:16][CH2:17]Br, predict the reaction product. (2) Given the reactants [C:1](Cl)(=[O:3])[CH3:2].[NH2:5][C:6]1([C:26]#[N:27])[CH2:11][CH2:10][CH:9]([NH:12][S:13]([C:16]2[CH:21]=[CH:20][C:19]([O:22][CH2:23][CH3:24])=[C:18]([CH3:25])[CH:17]=2)(=[O:15])=[O:14])[CH2:8][CH2:7]1.C(OCC)(=O)C, predict the reaction product. The product is: [C:26]([C:6]1([NH:5][C:1](=[O:3])[CH3:2])[CH2:7][CH2:8][CH:9]([NH:12][S:13]([C:16]2[CH:21]=[CH:20][C:19]([O:22][CH2:23][CH3:24])=[C:18]([CH3:25])[CH:17]=2)(=[O:14])=[O:15])[CH2:10][CH2:11]1)#[N:27]. (3) Given the reactants C(OC(N1CCN(C2C=CC(NC(C3N=C(C4C=CC=CC=4)OC=3C(F)(F)F)=O)=CN=2)CC1)=O)(C)(C)C.[C:38]([O:42][C:43]([N:45]1[CH2:49][CH2:48][C@H:47]([NH:50][C:51]2[N:56]=[CH:55][C:54]([NH:57][C:58]([C:60]3[N:61]=[C:62]([C:69]4[CH:74]=[CH:73][CH:72]=[CH:71][C:70]=4[O:75][C:76]([F:79])([F:78])[F:77])[O:63][C:64]=3[C:65]([F:68])([F:67])[F:66])=[O:59])=[CH:53][N:52]=2)[CH2:46]1)=[O:44])(C)(C)[CH3:39].FC(F)(F)OC1C=CC=CC=1C1OC(C(F)(F)F)=C(C(O)=O)N=1.C(OC(N1CC[C@H](NC2N=CC(N)=CN=2)C1)=O)C, predict the reaction product. The product is: [CH2:38]([O:42][C:43]([N:45]1[CH2:49][CH2:48][C@H:47]([NH:50][C:51]2[N:52]=[CH:53][C:54]([NH:57][C:58]([C:60]3[N:61]=[C:62]([C:69]4[CH:74]=[CH:73][CH:72]=[CH:71][C:70]=4[O:75][C:76]([F:79])([F:78])[F:77])[O:63][C:64]=3[C:65]([F:66])([F:67])[F:68])=[O:59])=[CH:55][N:56]=2)[CH2:46]1)=[O:44])[CH3:39]. (4) Given the reactants [Br:1][C:2]1[CH:3]=[CH:4][C:5]([O:16][CH2:17][O:18][CH3:19])=[C:6]([C:8](=O)[CH2:9][C:10](=[O:14])COC)[CH:7]=1.[ClH:20].[C:21]([NH2:29])(=[NH:28])[C:22]1[CH:27]=[CH:26][CH:25]=[CH:24][CH:23]=1.C(=O)([O-])[O-].[K+].[K+].OS([O-])(=O)=O.[Na+], predict the reaction product. The product is: [Br:1][C:2]1[CH:3]=[CH:4][C:5]([O:16][CH2:17][O:18][CH3:19])=[C:6]([C:8]2[N:29]=[C:21]([C:22]3[CH:27]=[CH:26][CH:25]=[CH:24][C:23]=3[Cl:20])[NH:28][C:10](=[O:14])[CH:9]=2)[CH:7]=1. (5) Given the reactants [BH4-].[Na+].Cl[CH2:4][C:5]([C:7]1[CH:8]=[N:9][C:10]([N:13]2[C:17]([CH3:18])=[CH:16][CH:15]=[C:14]2[CH3:19])=[CH:11][CH:12]=1)=[O:6].[NH2:20][C@@H:21]([CH3:24])[CH2:22][OH:23].C(Cl)Cl, predict the reaction product. The product is: [CH3:19][C:14]1[N:13]([C:10]2[N:9]=[CH:8][C:7]([CH:5]([OH:6])[CH2:4][NH:20][C@@H:21]([CH3:24])[CH2:22][OH:23])=[CH:12][CH:11]=2)[C:17]([CH3:18])=[CH:16][CH:15]=1.